From a dataset of Full USPTO retrosynthesis dataset with 1.9M reactions from patents (1976-2016). Predict the reactants needed to synthesize the given product. (1) Given the product [Cl:15][C:16]1[CH:21]=[CH:20][CH:19]=[CH:18][C:17]=1[C:2]1[C:10]2[C:5](=[N:6][CH:7]=[C:8]([C:11]([O:13][CH3:14])=[O:12])[CH:9]=2)[O:4][CH:3]=1, predict the reactants needed to synthesize it. The reactants are: Br[C:2]1[C:10]2[C:5](=[N:6][CH:7]=[C:8]([C:11]([O:13][CH3:14])=[O:12])[CH:9]=2)[O:4][CH:3]=1.[Cl:15][C:16]1[CH:21]=[CH:20][CH:19]=[CH:18][C:17]=1B(O)O. (2) Given the product [C:1]([C:5]1[CH:6]=[C:7]([NH:8][C:16](=[O:17])[NH:15][CH2:18][CH2:19][C:20]([O:22][CH2:23][CH3:24])=[O:21])[CH:9]=[C:10]([I:14])[C:11]=1[O:12][CH3:13])([CH3:4])([CH3:2])[CH3:3], predict the reactants needed to synthesize it. The reactants are: [C:1]([C:5]1[CH:6]=[C:7]([CH:9]=[C:10]([I:14])[C:11]=1[O:12][CH3:13])[NH2:8])([CH3:4])([CH3:3])[CH3:2].[N:15]([CH2:18][CH2:19][C:20]([O:22][CH2:23][CH3:24])=[O:21])=[C:16]=[O:17]. (3) Given the product [Br:44][CH2:17][CH2:16][C:11]1[C:12]([O:14][CH3:15])=[CH:13][C:8]([CH2:7][C@H:6]([NH:5][C:3](=[O:4])[C:2]([F:23])([F:22])[F:1])[CH3:21])=[C:9]([O:19][CH3:20])[CH:10]=1, predict the reactants needed to synthesize it. The reactants are: [F:1][C:2]([F:23])([F:22])[C:3]([NH:5][C@H:6]([CH3:21])[CH2:7][C:8]1[CH:13]=[C:12]([O:14][CH3:15])[C:11]([CH2:16][CH2:17]O)=[CH:10][C:9]=1[O:19][CH3:20])=[O:4].C1(P(C2C=CC=CC=2)C2C=CC=CC=2)C=CC=CC=1.C(Br)(Br)(Br)[Br:44]. (4) Given the product [N:10]1[C:11]2[C:6](=[CH:5][CH:4]=[CH:3][C:2]=2[NH:1][S:21]([C:17]2[CH:18]=[CH:19][CH:20]=[C:15]([O:14][C:13]([F:12])([F:25])[F:26])[CH:16]=2)(=[O:23])=[O:22])[CH:7]=[CH:8][CH:9]=1, predict the reactants needed to synthesize it. The reactants are: [NH2:1][C:2]1[CH:3]=[CH:4][CH:5]=[C:6]2[C:11]=1[N:10]=[CH:9][CH:8]=[CH:7]2.[F:12][C:13]([F:26])([F:25])[O:14][C:15]1[CH:16]=[C:17]([S:21](Cl)(=[O:23])=[O:22])[CH:18]=[CH:19][CH:20]=1. (5) Given the product [Cl:1][C:2]1[CH:7]=[CH:6][C:5]([C:8]2[S:9][CH:10]=[CH:11][C:12]=2[CH:13]([CH2:17][C:18]2[CH:19]=[CH:20][CH:21]=[CH:22][CH:23]=2)[C:14]([O:16][CH:29]([CH3:31])[CH3:30])=[O:15])=[CH:4][CH:3]=1, predict the reactants needed to synthesize it. The reactants are: [Cl:1][C:2]1[CH:7]=[CH:6][C:5]([C:8]2[S:9][CH:10]=[CH:11][C:12]=2[CH:13]([CH2:17][C:18]2[CH:23]=[CH:22][CH:21]=[CH:20][CH:19]=2)[C:14]([OH:16])=[O:15])=[CH:4][CH:3]=1.S(=O)(=O)(O)O.[CH:29](O)([CH3:31])[CH3:30]. (6) Given the product [CH2:22]([N:15]([C:11]1[CH:12]=[CH:13][CH:14]=[C:9]([OH:8])[CH:10]=1)[CH2:16][C:17]([O:19][CH2:20][CH3:21])=[O:18])[CH3:23], predict the reactants needed to synthesize it. The reactants are: C([O:8][C:9]1[CH:10]=[C:11]([N:15]([CH2:22][CH3:23])[CH2:16][C:17]([O:19][CH2:20][CH3:21])=[O:18])[CH:12]=[CH:13][CH:14]=1)C1C=CC=CC=1.